From a dataset of NCI-60 drug combinations with 297,098 pairs across 59 cell lines. Regression. Given two drug SMILES strings and cell line genomic features, predict the synergy score measuring deviation from expected non-interaction effect. Drug 1: CN1CCC(CC1)COC2=C(C=C3C(=C2)N=CN=C3NC4=C(C=C(C=C4)Br)F)OC. Cell line: NCI/ADR-RES. Synergy scores: CSS=4.69, Synergy_ZIP=-0.603, Synergy_Bliss=-0.320, Synergy_Loewe=-1.53, Synergy_HSA=-1.71. Drug 2: CCC1(CC2CC(C3=C(CCN(C2)C1)C4=CC=CC=C4N3)(C5=C(C=C6C(=C5)C78CCN9C7C(C=CC9)(C(C(C8N6C=O)(C(=O)OC)O)OC(=O)C)CC)OC)C(=O)OC)O.OS(=O)(=O)O.